This data is from Forward reaction prediction with 1.9M reactions from USPTO patents (1976-2016). The task is: Predict the product of the given reaction. (1) The product is: [CH2:24]([O:23][C:21](=[O:22])[NH:6][C:5]1[CH:7]=[CH:8][C:2]([Br:1])=[CH:3][C:4]=1[O:9][C:10]([F:11])([F:12])[F:13])[C:25]1[CH:30]=[CH:29][CH:28]=[CH:27][CH:26]=1. Given the reactants [Br:1][C:2]1[CH:8]=[CH:7][C:5]([NH2:6])=[C:4]([O:9][C:10]([F:13])([F:12])[F:11])[CH:3]=1.C(=O)([O-])[O-].[Na+].[Na+].Cl[C:21]([O:23][CH2:24][C:25]1[CH:30]=[CH:29][CH:28]=[CH:27][CH:26]=1)=[O:22].O, predict the reaction product. (2) The product is: [OH:27][CH2:26][C:25]([N:19]1[CH2:18][C:17]2[C:21](=[CH:22][CH:23]=[C:15]([C:12]3[CH:11]=[CH:10][C:9]([CH2:8][CH2:7][N:3]4[CH2:4][CH2:5][CH2:6][C@H:2]4[CH3:1])=[CH:14][CH:13]=3)[CH:16]=2)[CH2:20]1)=[O:24]. Given the reactants [CH3:1][C@@H:2]1[CH2:6][CH2:5][CH2:4][N:3]1[CH2:7][CH2:8][C:9]1[CH:14]=[CH:13][C:12]([C:15]2[CH:16]=[C:17]3[C:21](=[CH:22][CH:23]=2)[CH2:20][NH:19][CH2:18]3)=[CH:11][CH:10]=1.[OH:24][CH2:25][C:26](O)=[O:27], predict the reaction product. (3) Given the reactants ClC(N(C)C)=C(C)C.[N:9]1([C:13]([C:15]2[CH:16]=[C:17]([Cl:43])[C:18]([O:21][C:22]3[CH:23]=[C:24]([CH:28]=[C:29]([O:31][C@@H:32]([CH3:42])[CH2:33][O:34][Si](C(C)(C)C)(C)C)[CH:30]=3)[C:25](O)=[O:26])=[N:19][CH:20]=2)=[O:14])[CH2:12][CH2:11][CH2:10]1.[NH2:44][C:45]1[CH:50]=[N:49][C:48]([CH3:51])=[CH:47][N:46]=1.N1C=CC=CC=1, predict the reaction product. The product is: [N:9]1([C:13]([C:15]2[CH:16]=[C:17]([Cl:43])[C:18]([O:21][C:22]3[CH:23]=[C:24]([CH:28]=[C:29]([O:31][C@@H:32]([CH3:42])[CH2:33][OH:34])[CH:30]=3)[C:25]([NH:44][C:45]3[CH:50]=[N:49][C:48]([CH3:51])=[CH:47][N:46]=3)=[O:26])=[N:19][CH:20]=2)=[O:14])[CH2:10][CH2:11][CH2:12]1.